This data is from Reaction yield outcomes from USPTO patents with 853,638 reactions. The task is: Predict the reaction yield, written as a fraction of the theoretical maximum amount of product (1.0 means a 100% yield; for example, 0.34 means a 34% yield). The reactants are Br[C:2]1[CH:11]=[CH:10][C:5]([C:6]([O:8][CH3:9])=[O:7])=[C:4]([O:12][CH3:13])[CH:3]=1.[CH2:14]([O:18]C=C)[CH2:15]CC.C(=O)([O-])[O-].[K+].[K+].Cl. The catalyst is C(OCC)(=O)C.C([O-])(=O)C.[Pd+2].C([O-])(=O)C.O.CN(C=O)C. The product is [C:14]([C:2]1[CH:11]=[CH:10][C:5]([C:6]([O:8][CH3:9])=[O:7])=[C:4]([O:12][CH3:13])[CH:3]=1)(=[O:18])[CH3:15]. The yield is 0.256.